From a dataset of Full USPTO retrosynthesis dataset with 1.9M reactions from patents (1976-2016). Predict the reactants needed to synthesize the given product. (1) Given the product [NH2:16][C:10]1[C:9]([Cl:24])=[C:8]([N:5]2[CH2:6][CH2:7][C@@H:2]([NH:1][C:36](=[O:37])[O:38][CH2:39][CH3:40])[C@H:3]([OH:25])[CH2:4]2)[CH:13]=[C:12]([C:14]#[N:15])[CH:11]=1, predict the reactants needed to synthesize it. The reactants are: [NH2:1][C@@H:2]1[CH2:7][CH2:6][N:5]([C:8]2[C:9]([Cl:24])=[C:10]([NH:16]C(=O)OC(C)(C)C)[CH:11]=[C:12]([C:14]#[N:15])[CH:13]=2)[CH2:4][C@H:3]1[OH:25].CCN(C(C)C)C(C)C.Cl[C:36]([O:38][CH2:39][CH3:40])=[O:37].C(O)(C(F)(F)F)=O. (2) Given the product [NH2:1][CH2:4][CH:5]([C:7]1[CH:12]=[CH:11][C:10]([F:13])=[C:9]([F:14])[CH:8]=1)[OH:6], predict the reactants needed to synthesize it. The reactants are: [N:1]([CH2:4][CH:5]([C:7]1[CH:12]=[CH:11][C:10]([F:13])=[C:9]([F:14])[CH:8]=1)[OH:6])=[N+]=[N-].